This data is from NCI-60 drug combinations with 297,098 pairs across 59 cell lines. The task is: Regression. Given two drug SMILES strings and cell line genomic features, predict the synergy score measuring deviation from expected non-interaction effect. (1) Drug 1: C1CN1P(=S)(N2CC2)N3CC3. Drug 2: CC=C1C(=O)NC(C(=O)OC2CC(=O)NC(C(=O)NC(CSSCCC=C2)C(=O)N1)C(C)C)C(C)C. Cell line: M14. Synergy scores: CSS=42.9, Synergy_ZIP=2.51, Synergy_Bliss=14.1, Synergy_Loewe=-28.5, Synergy_HSA=0.00646. (2) Drug 2: CC1=C(N=C(N=C1N)C(CC(=O)N)NCC(C(=O)N)N)C(=O)NC(C(C2=CN=CN2)OC3C(C(C(C(O3)CO)O)O)OC4C(C(C(C(O4)CO)O)OC(=O)N)O)C(=O)NC(C)C(C(C)C(=O)NC(C(C)O)C(=O)NCCC5=NC(=CS5)C6=NC(=CS6)C(=O)NCCC[S+](C)C)O. Drug 1: C1=NC2=C(N=C(N=C2N1C3C(C(C(O3)CO)O)O)F)N. Cell line: NCI/ADR-RES. Synergy scores: CSS=44.2, Synergy_ZIP=0.813, Synergy_Bliss=0.641, Synergy_Loewe=-0.781, Synergy_HSA=2.82. (3) Drug 1: CC(C1=C(C=CC(=C1Cl)F)Cl)OC2=C(N=CC(=C2)C3=CN(N=C3)C4CCNCC4)N. Drug 2: CC1=C2C(C(=O)C3(C(CC4C(C3C(C(C2(C)C)(CC1OC(=O)C(C(C5=CC=CC=C5)NC(=O)OC(C)(C)C)O)O)OC(=O)C6=CC=CC=C6)(CO4)OC(=O)C)O)C)O. Cell line: HCC-2998. Synergy scores: CSS=42.5, Synergy_ZIP=8.26, Synergy_Bliss=9.27, Synergy_Loewe=-12.8, Synergy_HSA=9.05. (4) Drug 1: CC1=C(C(=CC=C1)Cl)NC(=O)C2=CN=C(S2)NC3=CC(=NC(=N3)C)N4CCN(CC4)CCO. Drug 2: C(=O)(N)NO. Cell line: NCIH23. Synergy scores: CSS=18.0, Synergy_ZIP=-4.74, Synergy_Bliss=2.38, Synergy_Loewe=-20.3, Synergy_HSA=1.57. (5) Drug 1: CC1CCC2CC(C(=CC=CC=CC(CC(C(=O)C(C(C(=CC(C(=O)CC(OC(=O)C3CCCCN3C(=O)C(=O)C1(O2)O)C(C)CC4CCC(C(C4)OC)O)C)C)O)OC)C)C)C)OC. Drug 2: CC1=C2C(C(=O)C3(C(CC4C(C3C(C(C2(C)C)(CC1OC(=O)C(C(C5=CC=CC=C5)NC(=O)OC(C)(C)C)O)O)OC(=O)C6=CC=CC=C6)(CO4)OC(=O)C)O)C)O. Cell line: OVCAR-4. Synergy scores: CSS=21.5, Synergy_ZIP=-1.96, Synergy_Bliss=3.56, Synergy_Loewe=-3.99, Synergy_HSA=2.45. (6) Cell line: NCI-H226. Drug 1: C1=CC(=CC=C1CCCC(=O)O)N(CCCl)CCCl. Drug 2: C1=CN(C(=O)N=C1N)C2C(C(C(O2)CO)O)O.Cl. Synergy scores: CSS=4.22, Synergy_ZIP=-6.63, Synergy_Bliss=-10.9, Synergy_Loewe=-11.2, Synergy_HSA=-9.04. (7) Drug 1: CC(CN1CC(=O)NC(=O)C1)N2CC(=O)NC(=O)C2. Drug 2: CN(CC1=CN=C2C(=N1)C(=NC(=N2)N)N)C3=CC=C(C=C3)C(=O)NC(CCC(=O)O)C(=O)O. Cell line: SR. Synergy scores: CSS=72.6, Synergy_ZIP=-3.34, Synergy_Bliss=-5.42, Synergy_Loewe=-3.80, Synergy_HSA=-2.14. (8) Drug 1: CN1CCC(CC1)COC2=C(C=C3C(=C2)N=CN=C3NC4=C(C=C(C=C4)Br)F)OC. Drug 2: C1CN1P(=S)(N2CC2)N3CC3. Cell line: ACHN. Synergy scores: CSS=31.7, Synergy_ZIP=-13.2, Synergy_Bliss=-3.03, Synergy_Loewe=-7.65, Synergy_HSA=-0.0696. (9) Drug 1: CCC(=C(C1=CC=CC=C1)C2=CC=C(C=C2)OCCN(C)C)C3=CC=CC=C3.C(C(=O)O)C(CC(=O)O)(C(=O)O)O. Drug 2: CC1CCC2CC(C(=CC=CC=CC(CC(C(=O)C(C(C(=CC(C(=O)CC(OC(=O)C3CCCCN3C(=O)C(=O)C1(O2)O)C(C)CC4CCC(C(C4)OC)OCCO)C)C)O)OC)C)C)C)OC. Cell line: BT-549. Synergy scores: CSS=13.6, Synergy_ZIP=2.54, Synergy_Bliss=7.58, Synergy_Loewe=-1.96, Synergy_HSA=2.76. (10) Drug 1: CC1C(C(=O)NC(C(=O)N2CCCC2C(=O)N(CC(=O)N(C(C(=O)O1)C(C)C)C)C)C(C)C)NC(=O)C3=C4C(=C(C=C3)C)OC5=C(C(=O)C(=C(C5=N4)C(=O)NC6C(OC(=O)C(N(C(=O)CN(C(=O)C7CCCN7C(=O)C(NC6=O)C(C)C)C)C)C(C)C)C)N)C. Drug 2: CC1=C2C(C(=O)C3(C(CC4C(C3C(C(C2(C)C)(CC1OC(=O)C(C(C5=CC=CC=C5)NC(=O)C6=CC=CC=C6)O)O)OC(=O)C7=CC=CC=C7)(CO4)OC(=O)C)O)C)OC(=O)C. Cell line: LOX IMVI. Synergy scores: CSS=14.0, Synergy_ZIP=0.475, Synergy_Bliss=0.486, Synergy_Loewe=-12.8, Synergy_HSA=-1.66.